From a dataset of Forward reaction prediction with 1.9M reactions from USPTO patents (1976-2016). Predict the product of the given reaction. (1) Given the reactants [Cl:1][C:2]1[N:7]=[C:6](Cl)[C:5]([Cl:9])=[CH:4][N:3]=1.[CH3:10][NH:11][C:12](=[O:21])[C:13]1[CH:18]=[CH:17][CH:16]=[CH:15][C:14]=1[NH:19][CH3:20].C([O-])([O-])=O.[K+].[K+], predict the reaction product. The product is: [Cl:1][C:2]1[N:7]=[C:6]([N:19]([CH3:20])[C:14]2[CH:15]=[CH:16][CH:17]=[CH:18][C:13]=2[C:12]([NH:11][CH3:10])=[O:21])[C:5]([Cl:9])=[CH:4][N:3]=1. (2) The product is: [CH3:1][NH:8][C:9]1[C:10]2[CH2:34][O:33][C:32]([CH3:36])([CH3:35])[CH2:31][C:11]=2[C:12]2[C:16]3=[N:17][CH:18]=[N:19][C:20]([NH:21][CH2:22][CH2:23][N:24]4[CH2:29][CH2:28][O:27][CH2:26][CH2:25]4)=[C:15]3[S:14][C:13]=2[N:30]=1. Given the reactants [CH2:1]([N:8](C)[C:9]1[C:10]2[CH2:34][O:33][C:32]([CH3:36])([CH3:35])[CH2:31][C:11]=2[C:12]2[C:16]3=[N:17][CH:18]=[N:19][C:20]([NH:21][CH2:22][CH2:23][N:24]4[CH2:29][CH2:28][O:27][CH2:26][CH2:25]4)=[C:15]3[S:14][C:13]=2[N:30]=1)C1C=CC=CC=1.[Cl-].[Al+3].[Cl-].[Cl-], predict the reaction product. (3) The product is: [CH3:54][C:53]([Si:50]([CH3:52])([CH3:51])[O:17][CH2:16][C:13]1[CH:14]=[CH:15][C:10]([C:3]2[CH:4]=[C:5]([O:8][CH3:9])[CH:6]=[CH:7][C:2]=2[F:1])=[C:11]([C@@H:18]([OH:23])[C:19]([CH3:20])([CH3:22])[CH3:21])[CH:12]=1)([CH3:56])[CH3:55].[CH3:54][C:53]([Si:50]([CH3:52])([CH3:51])[O:40][CH2:39][C:36]1[CH:37]=[CH:38][C:33]([C:26]2[CH:27]=[C:28]([O:31][CH3:32])[CH:29]=[CH:30][C:25]=2[F:24])=[C:34]([C@H:41]([OH:46])[C:42]([CH3:43])([CH3:45])[CH3:44])[CH:35]=1)([CH3:56])[CH3:55]. Given the reactants [F:1][C:2]1[CH:7]=[CH:6][C:5]([O:8][CH3:9])=[CH:4][C:3]=1[C:10]1[CH:15]=[CH:14][C:13]([CH2:16][OH:17])=[CH:12][C:11]=1[C@H:18]([OH:23])[C:19]([CH3:22])([CH3:21])[CH3:20].[F:24][C:25]1[CH:30]=[CH:29][C:28]([O:31][CH3:32])=[CH:27][C:26]=1[C:33]1[CH:38]=[CH:37][C:36]([CH2:39][OH:40])=[CH:35][C:34]=1[C@@H:41]([OH:46])[C:42]([CH3:45])([CH3:44])[CH3:43].C(Cl)Cl.[Si:50](Cl)([C:53]([CH3:56])([CH3:55])[CH3:54])([CH3:52])[CH3:51], predict the reaction product. (4) The product is: [CH:15]([Si:14]([CH:21]([CH3:23])[CH3:22])([CH:18]([CH3:20])[CH3:19])[O:1][CH2:2][CH2:3][CH2:4][NH2:5])([CH3:17])[CH3:16]. Given the reactants [OH:1][CH2:2][CH2:3][CH2:4][NH2:5].O([Si:14]([CH:21]([CH3:23])[CH3:22])([CH:18]([CH3:20])[CH3:19])[CH:15]([CH3:17])[CH3:16])S(C(F)(F)F)(=O)=O, predict the reaction product. (5) Given the reactants [CH3:1][N:2]1[CH2:7][CH2:6][NH:5][CH2:4][CH2:3]1.[NH2:8][C:9]1[CH:32]=[CH:31][C:12]([O:13][C:14]2[CH:19]=[CH:18][N:17]=[C:16]3[CH:20]=[C:21]([C:23]4[CH:30]=[CH:29][C:26]([CH:27]=O)=[CH:25][CH:24]=4)[S:22][C:15]=23)=[C:11]([F:33])[CH:10]=1.C(O[BH-](OC(=O)C)OC(=O)C)(=O)C.[Na+].C([O-])([O-])=O.[Na+].[Na+], predict the reaction product. The product is: [F:33][C:11]1[CH:10]=[C:9]([CH:32]=[CH:31][C:12]=1[O:13][C:14]1[CH:19]=[CH:18][N:17]=[C:16]2[CH:20]=[C:21]([C:23]3[CH:30]=[CH:29][C:26]([CH2:27][N:5]4[CH2:6][CH2:7][N:2]([CH3:1])[CH2:3][CH2:4]4)=[CH:25][CH:24]=3)[S:22][C:15]=12)[NH2:8]. (6) Given the reactants [F:1][C:2]([F:7])([F:6])[C:3]([OH:5])=[O:4].C(OC([N:15]1[CH2:18][CH:17]([C:19](=[O:21])[CH3:20])[CH2:16]1)=O)(C)(C)C, predict the reaction product. The product is: [OH:5][C:3]([C:2]([F:7])([F:6])[F:1])=[O:4].[NH:15]1[CH2:18][CH:17]([C:19](=[O:21])[CH3:20])[CH2:16]1. (7) Given the reactants [CH2:1]([S-:3])[CH3:2].[Na+].[C:5]([O:9][C:10]([N:12]1[CH2:16][CH2:15][CH:14]([C:17]2[CH:22]=[CH:21][C:20]([S:23]([C:26]3[CH:31]=[CH:30][CH:29]=[C:28](Cl)[CH:27]=3)(=[O:25])=[O:24])=[CH:19][C:18]=2[O:33][CH3:34])[CH2:13]1)=[O:11])([CH3:8])([CH3:7])[CH3:6].O, predict the reaction product. The product is: [C:5]([O:9][C:10]([N:12]1[CH2:16][CH2:15][CH:14]([C:17]2[CH:22]=[CH:21][C:20]([S:23]([C:26]3[CH:31]=[CH:30][CH:29]=[C:28]([S:3][CH2:1][CH3:2])[CH:27]=3)(=[O:25])=[O:24])=[CH:19][C:18]=2[O:33][CH3:34])[CH2:13]1)=[O:11])([CH3:8])([CH3:7])[CH3:6].[C:5]([O:9][C:10]([N:12]1[CH2:16][CH2:15][CH:14]([C:17]2[CH:22]=[CH:21][C:20]([S:23]([C:26]3[CH:31]=[CH:30][CH:29]=[C:28]([S:3][CH2:1][CH3:2])[CH:27]=3)(=[O:24])=[O:25])=[CH:19][C:18]=2[OH:33])[CH2:13]1)=[O:11])([CH3:6])([CH3:8])[CH3:7]. (8) Given the reactants [CH2:1]([N:3]1[CH:7]([C:8]([OH:10])=O)[CH2:6][N:5]([CH3:11])[C:4]1=[O:12])[CH3:2].O.ON1C2C=CC=CC=2N=N1.Cl.C(N=C=NCCCN(C)C)C.C(N1CCOCC1)C.[Cl:44][C:45]1[CH:50]=[C:49]([Cl:51])[CH:48]=[CH:47][C:46]=1[CH2:52][NH2:53], predict the reaction product. The product is: [Cl:44][C:45]1[CH:50]=[C:49]([Cl:51])[CH:48]=[CH:47][C:46]=1[CH2:52][NH:53][C:8]([CH:7]1[CH2:6][N:5]([CH3:11])[C:4](=[O:12])[N:3]1[CH2:1][CH3:2])=[O:10]. (9) Given the reactants [C:1]1(=O)[CH2:4][CH2:3][CH2:2]1.[CH2:6]([O:8][C:9]([CH:11]=P(C1C=CC=CC=1)(C1C=CC=CC=1)C1C=CC=CC=1)=[O:10])[CH3:7], predict the reaction product. The product is: [C:1]1(=[CH:11][C:9]([O:8][CH2:6][CH3:7])=[O:10])[CH2:4][CH2:3][CH2:2]1.